This data is from Reaction yield outcomes from USPTO patents with 853,638 reactions. The task is: Predict the reaction yield, written as a fraction of the theoretical maximum amount of product (1.0 means a 100% yield; for example, 0.34 means a 34% yield). The reactants are [N+:1]([C:4]1[CH:12]=[C:11]([C:13]([OH:15])=[O:14])[CH:10]=[CH:9][C:5]=1[C:6]([OH:8])=[O:7])([O-:3])=[O:2].S(=O)(=O)(O)O.[C:21](=O)(O)[O-].[Na+]. The product is [C:6]([C:5]1[CH:9]=[CH:10][C:11]([C:13]([O:15][CH3:21])=[O:14])=[CH:12][C:4]=1[N+:1]([O-:3])=[O:2])([OH:8])=[O:7]. The yield is 0.480. The catalyst is CO.